From a dataset of Catalyst prediction with 721,799 reactions and 888 catalyst types from USPTO. Predict which catalyst facilitates the given reaction. (1) Reactant: C(N(CC)CC)C.C([O:11][CH2:12][C:13]([CH3:43])([CH3:42])[CH2:14][N:15]1[C:21]2[CH:22]=[CH:23][C:24]([Cl:26])=[CH:25][C:20]=2[C@@H:19]([C:27]2[CH:32]=[CH:31][CH:30]=[C:29]([O:33][CH3:34])[C:28]=2[O:35][CH3:36])[O:18][C@H:17]([CH2:37][C:38](O)=[O:39])[C:16]1=[O:41])(=O)C.C(Cl)(=O)C(C)(C)C.Cl.[NH2:52][C:53]1[CH:54]=[C:55]([CH2:59][CH2:60][C:61]([O:63]CC)=[O:62])[CH:56]=[CH:57][CH:58]=1.Cl. Product: [Cl:26][C:24]1[CH:23]=[CH:22][C:21]2[N:15]([CH2:14][C:13]([CH3:42])([CH3:43])[CH2:12][OH:11])[C:16](=[O:41])[C@@H:17]([CH2:37][C:38]([NH:52][C:53]3[CH:54]=[C:55]([CH2:59][CH2:60][C:61]([OH:63])=[O:62])[CH:56]=[CH:57][CH:58]=3)=[O:39])[O:18][C@H:19]([C:27]3[CH:32]=[CH:31][CH:30]=[C:29]([O:33][CH3:34])[C:28]=3[O:35][CH3:36])[C:20]=2[CH:25]=1. The catalyst class is: 47. (2) Reactant: [C:1]([O:5][C:6]([NH:8][CH2:9][C:10]([N:12]([CH2:14][C:15]1[CH:16]=[C:17]([C:21]2[CH:22]=[N:23][C:24]([N:27]3[CH2:32][CH2:31][N:30]([C:33]4[N:38]=[CH:37][C:36](/[CH:39]=[CH:40]/[C:41]([O:43][CH2:44][CH3:45])=[O:42])=[CH:35][C:34]=4[CH3:46])[CH2:29][CH2:28]3)=[N:25][CH:26]=2)[CH:18]=[CH:19][CH:20]=1)[CH3:13])=[O:11])=[O:7])([CH3:4])([CH3:3])[CH3:2]. Product: [C:1]([O:5][C:6]([NH:8][CH2:9][C:10]([N:12]([CH2:14][C:15]1[CH:16]=[C:17]([C:21]2[CH:22]=[N:23][C:24]([N:27]3[CH2:32][CH2:31][N:30]([C:33]4[N:38]=[CH:37][C:36]([CH2:39][CH2:40][C:41]([O:43][CH2:44][CH3:45])=[O:42])=[CH:35][C:34]=4[CH3:46])[CH2:29][CH2:28]3)=[N:25][CH:26]=2)[CH:18]=[CH:19][CH:20]=1)[CH3:13])=[O:11])=[O:7])([CH3:2])([CH3:4])[CH3:3]. The catalyst class is: 50. (3) Reactant: [CH3:1][S:2](Cl)(=[O:4])=[O:3].[C:6]([O:10][C:11]1[CH:12]=[C:13]([C@@H:24]([OH:27])[CH2:25][OH:26])[C:14]2[S:18][C:17]([O:19][CH:20]([CH3:22])[CH3:21])=[N:16][C:15]=2[CH:23]=1)([CH3:9])([CH3:8])[CH3:7]. Product: [C:6]([O:10][C:11]1[CH:12]=[C:13]([C@@H:24]([OH:27])[CH2:25][O:26][S:2]([CH3:1])(=[O:4])=[O:3])[C:14]2[S:18][C:17]([O:19][CH:20]([CH3:21])[CH3:22])=[N:16][C:15]=2[CH:23]=1)([CH3:7])([CH3:8])[CH3:9]. The catalyst class is: 17. (4) Reactant: C([O:4][CH2:5][CH2:6][CH:7]([CH3:18])[CH2:8][CH:9]1[CH2:14][CH:13]([CH3:15])[CH2:12][C:11]([CH3:17])([CH3:16])[CH2:10]1)(=O)C.[OH-].[Na+]. Product: [CH3:18][CH:7]([CH2:8][CH:9]1[CH2:14][CH:13]([CH3:15])[CH2:12][C:11]([CH3:16])([CH3:17])[CH2:10]1)[CH2:6][CH2:5][OH:4]. The catalyst class is: 6. (5) Reactant: [C:1]([O:5][C:6]([N:8]1[C:13]2[CH:14]=[C:15]([Cl:21])[C:16]([N:18]([CH3:20])[CH3:19])=[CH:17][C:12]=2[O:11][CH:10]([C:22]([OH:24])=O)[CH2:9]1)=[O:7])([CH3:4])([CH3:3])[CH3:2].CCN=C=NCCCN(C)C.C1C=CC2N(O)N=NC=2C=1.CCN(C(C)C)C(C)C.[N:55]1[CH:60]=[CH:59][C:58]([CH2:61][C:62]2([C:68]#[N:69])[CH2:67][CH2:66][NH:65][CH2:64][CH2:63]2)=[CH:57][CH:56]=1. Product: [C:1]([O:5][C:6]([N:8]1[C:13]2[CH:14]=[C:15]([Cl:21])[C:16]([N:18]([CH3:19])[CH3:20])=[CH:17][C:12]=2[O:11][CH:10]([C:22]([N:65]2[CH2:66][CH2:67][C:62]([C:68]#[N:69])([CH2:61][C:58]3[CH:57]=[CH:56][N:55]=[CH:60][CH:59]=3)[CH2:63][CH2:64]2)=[O:24])[CH2:9]1)=[O:7])([CH3:3])([CH3:2])[CH3:4]. The catalyst class is: 3. (6) Reactant: C(OC([N:8]1[CH2:13][CH2:12][N:11]([C:14]2[CH:19]=[CH:18][C:17]([Cl:20])=[CH:16][C:15]=2[CH3:21])[CH2:10][CH2:9]1)=O)(C)(C)C.FC(F)(F)C(O)=O. Product: [Cl:20][C:17]1[CH:18]=[CH:19][C:14]([N:11]2[CH2:12][CH2:13][NH:8][CH2:9][CH2:10]2)=[C:15]([CH3:21])[CH:16]=1. The catalyst class is: 4. (7) Reactant: C([O:3][C:4]([C:6]1[S:14][C:13]2[C:12]([NH:15][CH2:16][CH2:17][C:18]3[S:22][C:21]([NH:23][C:24]([NH:26][C:27]4[CH:32]=[CH:31][CH:30]=[C:29]([C:33]([F:36])([F:35])[F:34])[CH:28]=4)=[O:25])=[N:20][CH:19]=3)=[N:11][CH:10]=[N:9][C:8]=2[CH:7]=1)=[O:5])C.O[Li].O.Cl. Product: [F:36][C:33]([F:34])([F:35])[C:29]1[CH:28]=[C:27]([NH:26][C:24](=[O:25])[NH:23][C:21]2[S:22][C:18]([CH2:17][CH2:16][NH:15][C:12]3[C:13]4[S:14][C:6]([C:4]([OH:5])=[O:3])=[CH:7][C:8]=4[N:9]=[CH:10][N:11]=3)=[CH:19][N:20]=2)[CH:32]=[CH:31][CH:30]=1. The catalyst class is: 20. (8) Reactant: Br[CH2:2][C:3]1[CH:4]=[CH:5][C:6]([F:12])=[C:7]([CH2:9][CH2:10][OH:11])[CH:8]=1.FC(F)(F)C(O)=O.[CH:20]([C:23]1[S:24][CH:25]=[C:26]([C:28]([N:30]2[CH2:35][C:34]3([CH2:40][CH2:39][NH:38][CH2:37][CH2:36]3)[O:33][CH2:32][CH2:31]2)=[O:29])[N:27]=1)([CH3:22])[CH3:21].C(N(CC)CC)C. Product: [F:12][C:6]1[CH:5]=[CH:4][C:3]([CH2:2][N:38]2[CH2:39][CH2:40][C:34]3([O:33][CH2:32][CH2:31][N:30]([C:28]([C:26]4[N:27]=[C:23]([CH:20]([CH3:21])[CH3:22])[S:24][CH:25]=4)=[O:29])[CH2:35]3)[CH2:36][CH2:37]2)=[CH:8][C:7]=1[CH2:9][CH2:10][OH:11]. The catalyst class is: 10. (9) Reactant: C([CH:5]([C:9]1[CH:18]=[CH:17][C:16]2[O:15][C:14]([CH3:20])([CH3:19])[CH:13]3[O:21][CH:12]3[C:11]=2[CH:10]=1)[C:6]([NH2:8])=[O:7])CCC.[NH3:22]. Product: [NH2:22][CH:12]1[C:11]2[C:16](=[CH:17][CH:18]=[C:9]([CH2:5][C:6]([NH:8][CH2:6][CH2:5][CH2:9][CH3:10])=[O:7])[CH:10]=2)[O:15][C:14]([CH3:19])([CH3:20])[CH:13]1[OH:21]. The catalyst class is: 8. (10) Reactant: [CH2:1]([O:8][CH2:9][C:10]1[N:15]=[C:14]([OH:16])[C:13]([C:17]([O:19]CC)=[O:18])=[CH:12][N:11]=1)[C:2]1[CH:7]=[CH:6][CH:5]=[CH:4][CH:3]=1. Product: [CH2:1]([O:8][CH2:9][C:10]1[N:15]=[C:14]([OH:16])[C:13]([C:17]([OH:19])=[O:18])=[CH:12][N:11]=1)[C:2]1[CH:7]=[CH:6][CH:5]=[CH:4][CH:3]=1. The catalyst class is: 500.